Dataset: NCI-60 drug combinations with 297,098 pairs across 59 cell lines. Task: Regression. Given two drug SMILES strings and cell line genomic features, predict the synergy score measuring deviation from expected non-interaction effect. Drug 1: C1CCN(CC1)CCOC2=CC=C(C=C2)C(=O)C3=C(SC4=C3C=CC(=C4)O)C5=CC=C(C=C5)O. Drug 2: COCCOC1=C(C=C2C(=C1)C(=NC=N2)NC3=CC=CC(=C3)C#C)OCCOC.Cl. Cell line: DU-145. Synergy scores: CSS=15.1, Synergy_ZIP=3.40, Synergy_Bliss=3.85, Synergy_Loewe=-6.93, Synergy_HSA=1.33.